This data is from Peptide-MHC class II binding affinity with 134,281 pairs from IEDB. The task is: Regression. Given a peptide amino acid sequence and an MHC pseudo amino acid sequence, predict their binding affinity value. This is MHC class II binding data. The peptide sequence is SAHCIGITDRDFIEG. The MHC is DRB4_0103 with pseudo-sequence DRB4_0103. The binding affinity (normalized) is 0.